Dataset: Reaction yield outcomes from USPTO patents with 853,638 reactions. Task: Predict the reaction yield, written as a fraction of the theoretical maximum amount of product (1.0 means a 100% yield; for example, 0.34 means a 34% yield). (1) The reactants are [CH2:1]([C:3](=[CH:6][CH2:7][C:8]1[C:9]([O:21][CH2:22][CH2:23][Si:24]([CH3:27])([CH3:26])[CH3:25])=[C:10]2[C:14](=[C:15]([CH3:19])[C:16]=1[O:17][CH3:18])[CH2:13][O:12][C:11]2=[O:20])[CH:4]=[O:5])[CH3:2].[Li+].[BH4-]. The catalyst is CO.C1COCC1. The product is [OH:5][CH2:4][C:3]([CH2:1][CH3:2])=[CH:6][CH2:7][C:8]1[C:9]([O:21][CH2:22][CH2:23][Si:24]([CH3:25])([CH3:27])[CH3:26])=[C:10]2[C:14]([CH2:13][O:12][C:11]2=[O:20])=[C:15]([CH3:19])[C:16]=1[O:17][CH3:18]. The yield is 0.730. (2) The reactants are C([Mg]Br)C.[Cl-].[CH:6]([C:9]1[CH:14]=[CH:13][CH:12]=[C:11](C(C)C)[C:10]=1[NH+]1CCN([C:10]2[C:11](C(C)C)=[CH:12][CH:13]=[CH:14][C:9]=2[CH:6](C)C)C1)(C)C.[CH3:35][O:36][C:37]1[CH:42]=[CH:41][CH:40]=[CH:39][C:38]=1Cl.C1(C)C=CC=CC=1[Mg]Br.C(C(C(C([O-])=O)O)O)([O-])=O.[K+].[Na+]. The catalyst is C1COCC1. The product is [CH3:35][O:36][C:37]1[CH:42]=[CH:41][CH:40]=[CH:39][C:38]=1[C:10]1[CH:11]=[CH:12][CH:13]=[CH:14][C:9]=1[CH3:6]. The yield is 0.900. (3) The reactants are [OH:1][C@H:2]1[CH2:7][CH2:6][CH2:5][N:4]([C:8]2[N:9]=[C:10]3[CH:27]=[C:26](/[CH:28]=[CH:29]/[C:30]4[S:31][CH:32]=[C:33]([CH:35]([CH3:37])[CH3:36])[N:34]=4)[CH:25]=[CH:24][N:11]3[C:12](=[O:23])[C:13]=2/[CH:14]=[CH:15]/[C:16]([O:18]C(C)(C)C)=[O:17])[CH2:3]1.OC1CCCN(C2N=C3C=C(/C=C/C4SC=C(C(C)C)N=4)C=CN3C(=O)C=2/C=C/C(O)=O)C1. No catalyst specified. The product is [OH:1][C@H:2]1[CH2:7][CH2:6][CH2:5][N:4]([C:8]2[N:9]=[C:10]3[CH:27]=[C:26](/[CH:28]=[CH:29]/[C:30]4[S:31][CH:32]=[C:33]([CH:35]([CH3:37])[CH3:36])[N:34]=4)[CH:25]=[CH:24][N:11]3[C:12](=[O:23])[C:13]=2/[CH:14]=[CH:15]/[C:16]([OH:18])=[O:17])[CH2:3]1. The yield is 0.550. (4) The reactants are [CH3:1][N:2]([CH3:7])[CH2:3][CH2:4][CH2:5][OH:6].[H-].[Na+].F[C:11]1[CH:20]=[C:19]2[C:14]([C:15](=[O:21])[NH:16][CH:17]=[N:18]2)=[CH:13][CH:12]=1. The catalyst is CN(C)C=O.C([O-])(O)=O.[Na+]. The product is [CH3:1][N:2]([CH3:7])[CH2:3][CH2:4][CH2:5][O:6][C:11]1[CH:20]=[C:19]2[C:14]([C:15](=[O:21])[NH:16][CH:17]=[N:18]2)=[CH:13][CH:12]=1. The yield is 0.830. (5) The reactants are [C:1]([O:5][C:6](=[O:12])[NH:7][CH2:8][CH2:9][CH2:10][NH2:11])([CH3:4])([CH3:3])[CH3:2].[CH3:13][C:14]1[C:15]([CH:20]=O)=[N:16][CH:17]=[CH:18][CH:19]=1.[BH-](O[C:32]([CH3:34])=O)(OC(C)=O)OC(C)=O.[Na+]. No catalyst specified. The product is [C:1]([O:5][C:6](=[O:12])[NH:7][CH2:8][CH2:9][CH2:10][N:11]([CH2:18][C:17]1[C:32]([CH3:34])=[CH:13][CH:14]=[CH:15][N:16]=1)[CH2:20][C:15]1[C:14]([CH3:13])=[CH:19][CH:18]=[CH:17][N:16]=1)([CH3:4])([CH3:2])[CH3:3]. The yield is 0.550. (6) The reactants are C[O:2][C:3](=[O:41])[CH2:4][C:5]1[NH:9][C:8]([NH:10][C:11]([C@H:13]2[C@H:17]([C:18]3[CH:23]=[CH:22][CH:21]=[C:20]([Cl:24])[C:19]=3[F:25])[C@:16]([C:28]3[CH:33]=[CH:32][C:31]([Cl:34])=[CH:30][C:29]=3[F:35])([C:26]#[N:27])[C@H:15]([CH2:36][C:37]([CH3:40])([CH3:39])[CH3:38])[NH:14]2)=[O:12])=[N:7][N:6]=1.[Li+].[OH-]. The catalyst is C1COCC1.CO. The product is [Cl:24][C:20]1[C:19]([F:25])=[C:18]([C@@H:17]2[C@:16]([C:28]3[CH:33]=[CH:32][C:31]([Cl:34])=[CH:30][C:29]=3[F:35])([C:26]#[N:27])[C@H:15]([CH2:36][C:37]([CH3:39])([CH3:40])[CH3:38])[NH:14][C@H:13]2[C:11]([NH:10][C:8]2[NH:9][C:5]([CH2:4][C:3]([OH:41])=[O:2])=[N:6][N:7]=2)=[O:12])[CH:23]=[CH:22][CH:21]=1. The yield is 0.340. (7) The reactants are [Si:1]([O:8][C@H:9]([CH3:40])[C@@H:10]([NH:27][C:28]1[CH:33]=[CH:32][C:31]([C:34]#[N:35])=[C:30]([C:36]([F:39])([F:38])[F:37])[CH:29]=1)[C:11]([NH:13][NH:14][C:15](=[O:26])[C:16]1[CH:21]=[CH:20][C:19]([S:22]([CH3:25])(=[O:24])=[O:23])=[CH:18][CH:17]=1)=O)([C:4]([CH3:7])([CH3:6])[CH3:5])([CH3:3])[CH3:2].C1C=CC(P(C2C=CC=CC=2)C2C=CC=CC=2)=CC=1.II.CCN(CC)CC. The catalyst is C(Cl)Cl. The product is [Si:1]([O:8][C@H:9]([CH3:40])[C@@H:10]([NH:27][C:28]1[CH:33]=[CH:32][C:31]([C:34]#[N:35])=[C:30]([C:36]([F:37])([F:39])[F:38])[CH:29]=1)[C:11]1[O:26][C:15]([C:16]2[CH:17]=[CH:18][C:19]([S:22]([CH3:25])(=[O:23])=[O:24])=[CH:20][CH:21]=2)=[N:14][N:13]=1)([C:4]([CH3:5])([CH3:7])[CH3:6])([CH3:2])[CH3:3]. The yield is 0.940.